This data is from Reaction yield outcomes from USPTO patents with 853,638 reactions. The task is: Predict the reaction yield, written as a fraction of the theoretical maximum amount of product (1.0 means a 100% yield; for example, 0.34 means a 34% yield). (1) The reactants are C[Al](C)C.[F:5][C:6]([F:10])([F:9])[CH2:7][NH2:8].C[O:12][C:13](=O)[C:14]1[CH:19]=[CH:18][C:17]([O:20][CH2:21][C:22]2[C:23]([C:28]3[CH:33]=[CH:32][C:31]([F:34])=[C:30]([F:35])[CH:29]=3)=[N:24][O:25][C:26]=2[CH3:27])=[N:16][CH:15]=1.O. The catalyst is O1CCOCC1. The product is [F:35][C:30]1[CH:29]=[C:28]([C:23]2[C:22]([CH2:21][O:20][C:17]3[CH:18]=[CH:19][C:14]([C:13]([NH:8][CH2:7][C:6]([F:10])([F:9])[F:5])=[O:12])=[CH:15][N:16]=3)=[C:26]([CH3:27])[O:25][N:24]=2)[CH:33]=[CH:32][C:31]=1[F:34]. The yield is 0.630. (2) The reactants are [Cl:1][C:2]1[CH:3]=[C:4]([C@@H:12]([CH2:31][CH:32]2[CH2:36][CH2:35][CH2:34][CH2:33]2)[C:13]([NH:15][C:16]2[CH:20]=[CH:19][N:18]([CH2:21][C:22]3[CH:23]=[C:24]([CH:28]=[CH:29][CH:30]=3)[C:25](Cl)=[O:26])[N:17]=2)=[O:14])[CH:5]=[CH:6][C:7]=1[S:8]([CH3:11])(=[O:10])=[O:9].ClC1C=C([C@@H](CC2CCCC2)C(NC2C=CN(CC3C=[C:60]([CH:64]=[CH:65]C=3)[C:61]([NH2:63])=O)N=2)=O)C=CC=1S(C)(=O)=O.NCC1CC1. The catalyst is C(Cl)Cl. The product is [Cl:1][C:2]1[CH:3]=[C:4]([C@@H:12]([CH2:31][CH:32]2[CH2:36][CH2:35][CH2:34][CH2:33]2)[C:13]([NH:15][C:16]2[CH:20]=[CH:19][N:18]([CH2:21][C:22]3[CH:23]=[C:24]([CH:28]=[CH:29][CH:30]=3)[C:25]([NH:63][CH2:61][CH:60]3[CH2:64][CH2:65]3)=[O:26])[N:17]=2)=[O:14])[CH:5]=[CH:6][C:7]=1[S:8]([CH3:11])(=[O:10])=[O:9]. The yield is 0.360. (3) The reactants are [NH2:1][C:2]1[CH:9]=[CH:8][C:7]([Cl:10])=[CH:6][C:3]=1[C:4]#N.[Cl:11][C:12]1[CH:13]=[C:14]([Mg]Br)[CH:15]=[CH:16][CH:17]=1.C([O:22]CC)C. No catalyst specified. The product is [NH2:1][C:2]1[CH:9]=[CH:8][C:7]([Cl:10])=[CH:6][C:3]=1[C:4]([C:16]1[CH:15]=[CH:14][CH:13]=[C:12]([Cl:11])[CH:17]=1)=[O:22]. The yield is 0.630. (4) The reactants are [H-].[Na+].[CH3:3][O:4][C:5]1[CH:6]=[C:7]([CH:32]=[CH:33][C:34]=1[O:35][CH3:36])[CH2:8][C:9]1[N:13]([C:14]2[CH:19]=[C:18]([CH3:20])[N:17]=[C:16]([CH3:21])[N:15]=2)[N:12]=[C:11]([NH:22][CH2:23][C:24]2[CH:29]=[CH:28][C:27]([O:30][CH3:31])=[CH:26][CH:25]=2)[N:10]=1.CI.[C:39]([O-])(O)=O.[Na+]. The catalyst is CN(C=O)C.O. The product is [CH3:3][O:4][C:5]1[CH:6]=[C:7]([CH:32]=[CH:33][C:34]=1[O:35][CH3:36])[CH2:8][C:9]1[N:13]([C:14]2[CH:19]=[C:18]([CH3:20])[N:17]=[C:16]([CH3:21])[N:15]=2)[N:12]=[C:11]([N:22]([CH2:23][C:24]2[CH:29]=[CH:28][C:27]([O:30][CH3:31])=[CH:26][CH:25]=2)[CH3:39])[N:10]=1. The yield is 0.150. (5) The reactants are [O:1]=[C:2]1[CH:18]=[C:17]([CH:19]2[CH2:24][CH2:23][N:22](C(OC(C)(C)C)=O)[CH2:21][CH2:20]2)[N:5]2[N:6]=[C:7]3[C:12]([CH:11]=[CH:10][C:9]([C:13]([F:16])([F:15])[F:14])=[CH:8]3)=[C:4]2[NH:3]1.[ClH:32]. The catalyst is CO.O1CCOCC1. The product is [ClH:32].[NH:22]1[CH2:23][CH2:24][CH:19]([C:17]2[N:5]3[N:6]=[C:7]4[C:12]([CH:11]=[CH:10][C:9]([C:13]([F:14])([F:16])[F:15])=[CH:8]4)=[C:4]3[NH:3][C:2](=[O:1])[CH:18]=2)[CH2:20][CH2:21]1. The yield is 0.760.